This data is from Forward reaction prediction with 1.9M reactions from USPTO patents (1976-2016). The task is: Predict the product of the given reaction. (1) Given the reactants [NH2:1][C:2]1[CH:11]=[CH:10][CH:9]=[C:8]2[C:3]=1[CH:4]=[CH:5][O:6][C:7]2=[O:12].[C:13]12([CH2:23][C:24](Cl)=[O:25])[CH2:22][CH:17]3[CH2:18][CH:19]([CH2:21][CH:15]([CH2:16]3)[CH2:14]1)[CH2:20]2.CN1CCOCC1.O1CCOCC1, predict the reaction product. The product is: [C:13]12([CH2:23][C:24]([NH:1][C:2]3[CH:11]=[CH:10][CH:9]=[C:8]4[C:3]=3[CH:4]=[CH:5][O:6][C:7]4=[O:12])=[O:25])[CH2:20][CH:19]3[CH2:18][CH:17]([CH2:16][CH:15]([CH2:21]3)[CH2:14]1)[CH2:22]2. (2) Given the reactants [Br:1][CH2:2][CH2:3][CH2:4][CH2:5][CH2:6][CH:7]=[CH2:8].ClC1C=CC=C(C(OO)=[O:17])C=1.C(OCC)C.S([O-])([O-])(=O)=S.[Na+].[Na+], predict the reaction product. The product is: [Br:1][CH2:2][CH2:3][CH2:4][CH2:5][CH2:6][CH:7]1[CH2:8][O:17]1. (3) Given the reactants Br[C:2]1[CH:3]=[C:4]([C:14]([NH:16][CH2:17][C:18]2[C:19](=[O:26])[NH:20][C:21]([CH3:25])=[CH:22][C:23]=2[CH3:24])=[O:15])[C:5]2[CH:6]=[N:7][N:8]([CH:11]([CH3:13])[CH3:12])[C:9]=2[CH:10]=1.CC1(C)C(C)(C)OB([C:35]2[CH:47]=[CH:46][C:38]([CH2:39][N:40]3[CH2:45][CH2:44][O:43][CH2:42][CH2:41]3)=[CH:37][CH:36]=2)O1.C([O-])([O-])=O.[Na+].[Na+].CCOC(C)=O, predict the reaction product. The product is: [CH3:24][C:23]1[CH:22]=[C:21]([CH3:25])[NH:20][C:19](=[O:26])[C:18]=1[CH2:17][NH:16][C:14]([C:4]1[C:5]2[CH:6]=[N:7][N:8]([CH:11]([CH3:13])[CH3:12])[C:9]=2[CH:10]=[C:2]([C:35]2[CH:36]=[CH:37][C:38]([CH2:39][N:40]3[CH2:45][CH2:44][O:43][CH2:42][CH2:41]3)=[CH:46][CH:47]=2)[CH:3]=1)=[O:15].